From a dataset of Reaction yield outcomes from USPTO patents with 853,638 reactions. Predict the reaction yield, written as a fraction of the theoretical maximum amount of product (1.0 means a 100% yield; for example, 0.34 means a 34% yield). (1) The reactants are [CH2:1]([N:8]1[CH2:12][CH:11]([C:13]2[CH:18]=[CH:17][C:16]([Cl:19])=[CH:15][CH:14]=2)[CH:10]([NH2:20])[CH2:9]1)[C:2]1[CH:7]=[CH:6][CH:5]=[CH:4][CH:3]=1.[C:21]([O-])([O-])=O.[K+].[K+].ClC(OCC)=O.B. The catalyst is C1COCC1.O. The product is [CH2:1]([N:8]1[CH2:12][C@@H:11]([C:13]2[CH:14]=[CH:15][C:16]([Cl:19])=[CH:17][CH:18]=2)[C@H:10]([NH:20][CH3:21])[CH2:9]1)[C:2]1[CH:3]=[CH:4][CH:5]=[CH:6][CH:7]=1. The yield is 0.770. (2) The reactants are Cl[C:2]1[NH:3][C:4]([C:12]2[CH:17]=[CH:16][CH:15]=[CH:14][CH:13]=2)=[CH:5][C:6]=1[C:7]([O:9][CH2:10][CH3:11])=[O:8]. The catalyst is C(O)C.[C].[Pd]. The product is [C:12]1([C:4]2[NH:3][CH:2]=[C:6]([C:7]([O:9][CH2:10][CH3:11])=[O:8])[CH:5]=2)[CH:13]=[CH:14][CH:15]=[CH:16][CH:17]=1. The yield is 0.620. (3) The reactants are [C:1](#[N:3])C.Cl.[CH3:5][C:6]1[CH:7]=[C:8](CN)[C:9]([N+:15]([O-:17])=[O:16])=[C:10]([CH:14]=1)[C:11]([OH:13])=[O:12].[C:20](O[C:20]([O:22][C:23]([CH3:26])([CH3:25])[CH3:24])=[O:21])([O:22][C:23]([CH3:26])([CH3:25])[CH3:24])=[O:21]. The catalyst is C(N(CC)CC)C. The product is [C:23]([O:22][C:20]([N:3]([CH2:5][C:6]1[CH:7]=[CH:8][C:9]([N+:15]([O-:17])=[O:16])=[C:10]([CH:14]=1)[C:11]([OH:13])=[O:12])[CH3:1])=[O:21])([CH3:26])([CH3:25])[CH3:24]. The yield is 0.710. (4) The reactants are [OH:1][CH:2]([C:11]1[CH:16]=[CH:15][C:14]([CH2:17][O:18][Si:19]([CH:26]([CH3:28])[CH3:27])([CH:23]([CH3:25])[CH3:24])[CH:20]([CH3:22])[CH3:21])=[CH:13][CH:12]=1)[C:3]1[CH:4]=[C:5]([CH:8]=[CH:9][CH:10]=1)[C:6]#[N:7].[O:29]1[CH:34]=[CH:33][CH2:32][CH2:31][CH2:30]1.ClCCl.C1(C)C=CC(S([O-])(=O)=O)=CC=1.[NH+]1C=CC=CC=1. The catalyst is C(=O)([O-])O.[Na+]. The product is [O:29]1[CH2:34][CH2:33][CH2:32][CH2:31][CH:30]1[O:1][CH:2]([C:11]1[CH:16]=[CH:15][C:14]([CH2:17][O:18][Si:19]([CH:23]([CH3:25])[CH3:24])([CH:26]([CH3:28])[CH3:27])[CH:20]([CH3:21])[CH3:22])=[CH:13][CH:12]=1)[C:3]1[CH:4]=[C:5]([CH:8]=[CH:9][CH:10]=1)[C:6]#[N:7]. The yield is 1.00. (5) The reactants are [C:1]1([C:7]([O:9][C@@H:10]2[CH2:20][O:19][C@@H:12]3[C@@H:13]([OH:18])[C@@H:14]([O:17][C@H:11]23)[O:15][CH3:16])=[O:8])[CH:6]=[CH:5][CH:4]=[CH:3][CH:2]=1.[CH3:21]I. The catalyst is CN(C=O)C.C(OCC)(=O)C.[Ag-]=O. The product is [CH3:21][O:18][C@@H:13]1[C@H:12]2[O:19][CH2:20][C@@H:10]([O:9][C:7]([C:1]3[CH:2]=[CH:3][CH:4]=[CH:5][CH:6]=3)=[O:8])[C@H:11]2[O:17][C@H:14]1[O:15][CH3:16]. The yield is 0.760. (6) The yield is 0.920. The reactants are [CH3:1][Si:2]([CH3:14])([CH3:13])[CH2:3][CH2:4][O:5][CH2:6][N:7]1[CH:11]=[C:10]([OH:12])[CH:9]=[N:8]1.[C:15]([O-])([O-])=O.[Cs+].[Cs+].CI. The catalyst is O1CCCC1. The product is [CH3:15][O:12][C:10]1[CH:9]=[N:8][N:7]([CH2:6][O:5][CH2:4][CH2:3][Si:2]([CH3:14])([CH3:13])[CH3:1])[CH:11]=1. (7) The reactants are [CH:1]([C:3]1[N:7]([CH3:8])[C:6]2[C:9]([N:13]3[CH2:18][CH2:17][N:16]([C:19]([O:21][C:22]([CH3:25])([CH3:24])[CH3:23])=[O:20])[CH2:15][CH2:14]3)=[CH:10][CH:11]=[CH:12][C:5]=2[N:4]=1)=O.[CH2:26]([NH:28][C@@H:29]1[C:38]2[N:37]=[CH:36][CH:35]=[CH:34][C:33]=2[CH2:32][CH2:31][CH2:30]1)[CH3:27].C(O)(=O)C.C(O[BH-](OC(=O)C)OC(=O)C)(=O)C.[Na+]. The catalyst is ClC(Cl)C. The product is [CH2:26]([N:28]([CH2:1][C:3]1[N:7]([CH3:8])[C:6]2[C:9]([N:13]3[CH2:18][CH2:17][N:16]([C:19]([O:21][C:22]([CH3:24])([CH3:25])[CH3:23])=[O:20])[CH2:15][CH2:14]3)=[CH:10][CH:11]=[CH:12][C:5]=2[N:4]=1)[C@@H:29]1[C:38]2[N:37]=[CH:36][CH:35]=[CH:34][C:33]=2[CH2:32][CH2:31][CH2:30]1)[CH3:27]. The yield is 0.960. (8) The reactants are C(C1C=CC(C2C=CC(O)=C([C:16]3[NH:20][C:19]4[CH:21]=[CH:22][C:23]([C:25]#[N:26])=[CH:24][C:18]=4[N:17]=3)C=2)=CC=1)#N.[F:27][C:28]1[CH:29]=[C:30]([C:36]2[CH:41]=[CH:40][C:39](C=O)=[CH:38][CH:37]=2)[CH:31]=[CH:32][C:33]=1[C:34]#[N:35].C(C1C=C(C2C=CC=C(C#N)C=2)C=CC=1O)=O.C(C1C=CC(C2C=C(OC)C(O)=C(C3NC4C=CC(C#N)=CC=4N=3)C=2)=CC=1)#N. No catalyst specified. The product is [C:34]([C:33]1[CH:32]=[CH:31][C:30]([C:36]2[CH:41]=[CH:40][C:39]([C:16]3[NH:20][C:19]4[CH:21]=[CH:22][C:23]([C:25]#[N:26])=[CH:24][C:18]=4[N:17]=3)=[CH:38][CH:37]=2)=[CH:29][C:28]=1[F:27])#[N:35]. The yield is 0.840. (9) The reactants are [C:1]1([CH2:7][O:8][C:9]2[CH:26]=[CH:25][C:12]3[CH2:13][CH2:14][N:15](C(OC(C)(C)C)=O)[CH2:16][CH2:17][C:11]=3[CH:10]=2)[CH:6]=[CH:5][CH:4]=[CH:3][CH:2]=1.FC(F)(F)C(O)=O. The catalyst is ClCCl. The product is [C:1]1([CH2:7][O:8][C:9]2[CH:26]=[CH:25][C:12]3[CH2:13][CH2:14][NH:15][CH2:16][CH2:17][C:11]=3[CH:10]=2)[CH:2]=[CH:3][CH:4]=[CH:5][CH:6]=1. The yield is 0.930. (10) The yield is 0.410. The product is [C:5]([C:9]1[CH:19]=[CH:18][C:12]([O:13][CH2:14][C@H:15]2[O:16][C:2]([NH2:3])=[N:1][CH2:17]2)=[CH:11][CH:10]=1)([CH3:6])([CH3:7])[CH3:8]. The reactants are [N:1]#[C:2][NH2:3].[Na].[C:5]([C:9]1[CH:19]=[CH:18][C:12]([O:13][CH2:14][C@@H:15]2[CH2:17][O:16]2)=[CH:11][CH:10]=1)([CH3:8])([CH3:7])[CH3:6]. The catalyst is CO.